Dataset: Catalyst prediction with 721,799 reactions and 888 catalyst types from USPTO. Task: Predict which catalyst facilitates the given reaction. (1) Reactant: C([O-])(=O)C.[Na+].Cl.[NH2:7][OH:8].[OH:9][CH:10]1[CH2:14][CH2:13][C:12](=O)[C:11]1([CH3:17])[CH3:16].Cl. Product: [OH:9][CH:10]1[CH2:14][CH2:13][C:12](=[N:7][OH:8])[C:11]1([CH3:17])[CH3:16]. The catalyst class is: 40. (2) Reactant: [F:1][C:2]([F:23])([F:22])[C:3]1[CH:4]=[C:5]([C:9]2[CH:18]=[CH:17][C:16]3[C:11](=[C:12]([C:19](O)=[O:20])[CH:13]=[CH:14][CH:15]=3)[N:10]=2)[CH:6]=[CH:7][CH:8]=1.[H-].[H-].[H-].[H-].[Li+].[Al+3]. The catalyst class is: 1. Product: [F:22][C:2]([F:1])([F:23])[C:3]1[CH:4]=[C:5]([C:9]2[CH:18]=[CH:17][C:16]3[C:11](=[C:12]([CH2:19][OH:20])[CH:13]=[CH:14][CH:15]=3)[N:10]=2)[CH:6]=[CH:7][CH:8]=1. (3) Product: [Br:1][C:2]1[CH:3]=[C:4]2[C:9](=[CH:10][CH:11]=1)[CH2:8][CH:7]([NH:18][CH:13]1[CH2:17][CH2:16][CH2:15][CH2:14]1)[CH2:6][CH2:5]2. The catalyst class is: 5. Reactant: [Br:1][C:2]1[CH:3]=[C:4]2[C:9](=[CH:10][CH:11]=1)[CH2:8][C:7](=O)[CH2:6][CH2:5]2.[CH:13]1([NH2:18])[CH2:17][CH2:16][CH2:15][CH2:14]1.CC1C=CC(S(O)(=O)=O)=CC=1.[BH4-].[Na+].Cl. (4) Reactant: [N:1]1([CH2:6][C@@H:7]2[C@H:10]([NH:11][C:12](=[O:38])/[C:13](=[N:27]\[O:28][C@H:29]([CH3:37])[C:30]([O:32]C(C)(C)C)=[O:31])/[C:14]3[N:15]=[C:16]([NH:19]C(OC(C)(C)C)=O)[S:17][CH:18]=3)[C:9](=[O:39])[N:8]2[S:40]([OH:43])(=[O:42])=[O:41])[CH:5]=[N:4][CH:3]=[N:2]1.C(O)(C(F)(F)F)=O. Product: [N:1]1([CH2:6][C@@H:7]2[C@H:10]([NH:11][C:12](=[O:38])/[C:13](=[N:27]\[O:28][C@H:29]([CH3:37])[C:30]([OH:32])=[O:31])/[C:14]3[N:15]=[C:16]([NH2:19])[S:17][CH:18]=3)[C:9](=[O:39])[N:8]2[S:40]([OH:43])(=[O:41])=[O:42])[CH:5]=[N:4][CH:3]=[N:2]1. The catalyst class is: 2. (5) Reactant: [CH2:1]([N:3]1[C:7]2=[N:8][C:9]([CH2:32][CH3:33])=[C:10]([CH2:19][NH:20][C:21]([C:23]3[CH:24]=[C:25]([CH:29]=[CH:30][CH:31]=3)[C:26](O)=[O:27])=[O:22])[C:11]([NH:12][CH:13]3[CH2:18][CH2:17][O:16][CH2:15][CH2:14]3)=[C:6]2[CH:5]=[N:4]1)[CH3:2].[NH2:34][CH2:35][C:36]1[CH:37]=[C:38]([C:42]2[CH:47]=[CH:46][CH:45]=[C:44]([CH2:48][N:49]3[CH2:54][CH2:53][N:52]([C:55]([O:57][C:58]([CH3:61])([CH3:60])[CH3:59])=[O:56])[CH2:51][CH2:50]3)[CH:43]=2)[CH:39]=[CH:40][CH:41]=1. Product: [CH2:1]([N:3]1[C:7]2=[N:8][C:9]([CH2:32][CH3:33])=[C:10]([CH2:19][NH:20][C:21]([C:23]3[CH:24]=[C:25]([C:26]([NH:34][CH2:35][C:36]4[CH:37]=[C:38]([C:42]5[CH:47]=[CH:46][CH:45]=[C:44]([CH2:48][N:49]6[CH2:50][CH2:51][N:52]([C:55]([O:57][C:58]([CH3:61])([CH3:60])[CH3:59])=[O:56])[CH2:53][CH2:54]6)[CH:43]=5)[CH:39]=[CH:40][CH:41]=4)=[O:27])[CH:29]=[CH:30][CH:31]=3)=[O:22])[C:11]([NH:12][CH:13]3[CH2:14][CH2:15][O:16][CH2:17][CH2:18]3)=[C:6]2[CH:5]=[N:4]1)[CH3:2]. The catalyst class is: 3.